Dataset: Forward reaction prediction with 1.9M reactions from USPTO patents (1976-2016). Task: Predict the product of the given reaction. (1) Given the reactants [CH3:1][N:2]1[C:7]2=[CH:8][NH:9][CH:10]=[C:6]2[C:5](=[O:11])[N:4]([CH3:12])[C:3]1=[O:13].[H-].[Na+].C([CH:20]1[CH2:24]OS(=O)(=O)[N:21]1[C:27]([O-:29])=[O:28])(C)(C)C, predict the reaction product. The product is: [C:6]([O:29][C:27](=[O:28])[NH:21][CH2:20][CH2:24][N:9]1[CH:10]=[C:6]2[C:7]([N:2]([CH3:1])[C:3](=[O:13])[N:4]([CH3:12])[C:5]2=[O:11])=[CH:8]1)([CH3:7])([CH3:10])[CH3:5]. (2) Given the reactants [F:1][C:2]1[CH:20]=[CH:19][C:5]([CH2:6][N:7]2[C:11]3=[CH:12][N:13]=[C:14]([C:16]([OH:18])=O)[CH:15]=[C:10]3[CH:9]=[CH:8]2)=[CH:4][CH:3]=1.Cl.[CH3:22][NH:23][OH:24], predict the reaction product. The product is: [F:1][C:2]1[CH:3]=[CH:4][C:5]([CH2:6][N:7]2[C:11]3=[CH:12][N:13]=[C:14]([C:16]([N:23]([OH:24])[CH3:22])=[O:18])[CH:15]=[C:10]3[CH:9]=[CH:8]2)=[CH:19][CH:20]=1. (3) Given the reactants [CH:1](=[O:7])/[CH:2]=[CH:3]/[CH2:4][CH2:5][CH3:6].[CH:8]1[CH2:12][CH:11]=[CH:10][CH:9]=1.Cl.C([C@@H]1NC(C)(C)N(C)C1=O)C1C=CC=CC=1, predict the reaction product. The product is: [CH2:4]([C@H:3]1[C@H:10]2[CH2:11][C@H:12]([CH:8]=[CH:9]2)[C@H:2]1[CH:1]=[O:7])[CH2:5][CH3:6].